This data is from Reaction yield outcomes from USPTO patents with 853,638 reactions. The task is: Predict the reaction yield, written as a fraction of the theoretical maximum amount of product (1.0 means a 100% yield; for example, 0.34 means a 34% yield). (1) The catalyst is O1CCCC1. The product is [F:13][C:12]1[CH:11]=[C:10]([N+:14]([O-:16])=[O:15])[CH:9]=[C:8]([F:17])[C:7]=1[N:20]1[CH2:25][CH2:24][S:23][CH2:22][CH2:21]1. The reactants are FC(F)(F)S(O[C:7]1[C:12]([F:13])=[CH:11][C:10]([N+:14]([O-:16])=[O:15])=[CH:9][C:8]=1[F:17])(=O)=O.[NH:20]1[CH2:25][CH2:24][S:23][CH2:22][CH2:21]1. The yield is 0.640. (2) The reactants are [CH2:1]([NH:8][C:9]1[CH:28]=[CH:27][C:12]([O:13][C:14]2[C:23]3[C:18](=[CH:19][C:20]([OH:26])=[C:21]([O:24][CH3:25])[CH:22]=3)[N:17]=[CH:16][CH:15]=2)=[CH:11][CH:10]=1)[C:2]1[CH:7]=[CH:6][CH:5]=[CH:4][CH:3]=1.[CH:29]1([O:34][C:35](=[O:48])[C@@H:36]([NH:40][C:41]([O:43][C:44]([CH3:47])([CH3:46])[CH3:45])=[O:42])[CH2:37][CH2:38]Br)[CH2:33][CH2:32][CH2:31][CH2:30]1.C(=O)([O-])[O-].[K+].[K+]. The catalyst is CN(C=O)C. The product is [CH:29]1([O:34][C:35](=[O:48])[C@@H:36]([NH:40][C:41]([O:43][C:44]([CH3:47])([CH3:46])[CH3:45])=[O:42])[CH2:37][CH2:38][O:26][C:20]2[CH:19]=[C:18]3[C:23]([C:14]([O:13][C:12]4[CH:27]=[CH:28][C:9]([NH:8][CH2:1][C:2]5[CH:3]=[CH:4][CH:5]=[CH:6][CH:7]=5)=[CH:10][CH:11]=4)=[CH:15][CH:16]=[N:17]3)=[CH:22][C:21]=2[O:24][CH3:25])[CH2:30][CH2:31][CH2:32][CH2:33]1. The yield is 0.680. (3) The reactants are [N+:1]([C:4]1[CH:5]=[C:6]([C:10](=O)[CH3:11])[CH:7]=[CH:8][CH:9]=1)([O-:3])=[O:2].C([O-])(=O)C.[NH4+].C([BH3-])#[N:19].[Na+]. The catalyst is CO.CC(O)C.C(Cl)Cl. The product is [N+:1]([C:4]1[CH:5]=[C:6]([CH:10]([NH2:19])[CH3:11])[CH:7]=[CH:8][CH:9]=1)([O-:3])=[O:2]. The yield is 0.420.